The task is: Predict the reaction yield, written as a fraction of the theoretical maximum amount of product (1.0 means a 100% yield; for example, 0.34 means a 34% yield).. This data is from Reaction yield outcomes from USPTO patents with 853,638 reactions. (1) The reactants are [C:1]([C:5]1[N:9]=[C:8]([NH2:10])[NH:7][N:6]=1)([CH3:4])([CH3:3])[CH3:2].[Br:11][CH:12]([CH:15]=O)[CH:13]=O. The catalyst is C(O)(=O)C. The product is [Br:11][C:12]1[CH:13]=[N:10][C:8]2[N:7]([N:6]=[C:5]([C:1]([CH3:4])([CH3:3])[CH3:2])[N:9]=2)[CH:15]=1. The yield is 0.830. (2) The product is [C:15]([C:2]1[CH:10]=[CH:9][C:5]([C:6]([OH:8])=[O:7])=[CH:4][C:3]=1[N+:11]([O-:13])=[O:12])#[N:14]. The reactants are Cl[C:2]1[CH:10]=[CH:9][C:5]([C:6]([OH:8])=[O:7])=[CH:4][C:3]=1[N+:11]([O-:13])=[O:12].[N:14]1C2C(=CC=CC=2)C=C[CH:15]=1. The yield is 0.480. The catalyst is Cl.O. (3) The reactants are [F:8][C:7]([F:10])([F:9])[C:6](O[C:6](=O)[C:7]([F:10])([F:9])[F:8])=O.CO[C:16]([CH3:18])=[CH2:17].N1C=CC=CC=1.[CH3:25][NH:26][NH2:27]. The catalyst is COC(C)(C)C. The product is [CH3:25][N:26]1[C:16]([CH3:18])=[CH:17][C:6]([C:7]([F:8])([F:9])[F:10])=[N:27]1. The yield is 0.830. (4) The reactants are Cl.[CH2:2]([NH2:4])[CH3:3].[F:5][C:6]1[CH:7]=[C:8]([CH:12]=[CH:13][C:14]=1[F:15])[C:9]([OH:11])=O. No catalyst specified. The product is [F:5][C:6]1[CH:7]=[C:8]([CH:12]=[CH:13][C:14]=1[F:15])[C:9]([NH:4][CH2:2][CH3:3])=[O:11]. The yield is 0.560. (5) The product is [ClH:1].[NH2:30][C:26]1[CH:25]=[C:24]([O:23][C:20]2[CH:21]=[CH:22][C:17]([NH:16][C:14](=[O:15])[CH2:13][C:12]([NH:11][CH2:4][C:5]([CH3:10])([CH3:34])[CH3:6])=[O:32])=[CH:18][C:19]=2[F:31])[CH:29]=[CH:28][N:27]=1. The yield is 0.320. No catalyst specified. The reactants are [ClH:1].NC(=O)[C@@H:4]([NH:11][C:12](=[O:32])[CH2:13][C:14]([NH:16][C:17]1[CH:22]=[CH:21][C:20]([O:23][C:24]2[CH:29]=[CH:28][N:27]=[C:26]([NH2:30])[CH:25]=2)=[C:19]([F:31])[CH:18]=1)=[O:15])[C:5]1[CH:10]=CC=C[CH:6]=1.[CH3:34]C(C)(C)CN. (6) The reactants are [CH:1]([NH:4][C:5]([C@@H:7]1[CH2:12][CH2:11][C@H:10]([N:13]2[C:21]3[CH:20]=[C:19]([O:22][CH2:23][CH2:24][N:25]4[CH2:30][CH2:29][CH2:28][CH2:27][CH2:26]4)[N:18]=[CH:17][C:16]=3[NH:15]/[C:14]/2=[N:31]\C(C2C=CC3C=CSC=3C=2)=O)[CH2:9][CH2:8]1)=[O:6])([CH3:3])[CH3:2].[F:43][C:44]1[CH:52]=[CH:51][C:47]([C:48]([OH:50])=O)=[CH:46][C:45]=1[C:53]([F:56])([F:55])[F:54]. No catalyst specified. The product is [F:43][C:44]1[CH:52]=[CH:51][C:47]([C:48](/[N:31]=[C:14]2/[N:13]([C@H:10]3[CH2:9][CH2:8][C@@H:7]([C:5](=[O:6])[NH:4][CH:1]([CH3:2])[CH3:3])[CH2:12][CH2:11]3)[C:21]3[CH:20]=[C:19]([O:22][CH2:23][CH2:24][N:25]4[CH2:30][CH2:29][CH2:28][CH2:27][CH2:26]4)[N:18]=[CH:17][C:16]=3[NH:15]/2)=[O:50])=[CH:46][C:45]=1[C:53]([F:56])([F:55])[F:54]. The yield is 0.438. (7) The reactants are [C:1]([C:4]1[CH:21]=[C:20]([Cl:22])[CH:19]=[CH:18][C:5]=1[CH2:6][N:7]1[C:12]2[CH:13]=[CH:14][NH:15][C:11]=2[C:10](=[O:16])[NH:9][C:8]1=[S:17])(=O)[CH3:2].CC(O)=O.Cl.[NH2:28]O. The catalyst is [Zn].CN1C(=O)CCC1. The product is [NH2:28][CH:1]([C:4]1[CH:21]=[C:20]([Cl:22])[CH:19]=[CH:18][C:5]=1[CH2:6][N:7]1[C:12]2[CH:13]=[CH:14][NH:15][C:11]=2[C:10](=[O:16])[NH:9][C:8]1=[S:17])[CH3:2]. The yield is 0.250. (8) The reactants are [H-].[Na+].[F:3][C:4]1[CH:9]=[C:8]([F:10])[C:7]([F:11])=[CH:6][C:5]=1[OH:12].[CH:13]([O:16][C:17]([N:19]1[CH2:24][CH2:23][CH:22]([N:25]2[C:29]3=[N:30][CH:31]=[N:32][C:33](Cl)=[C:28]3[C:27]([CH3:35])=[N:26]2)[CH2:21][CH2:20]1)=[O:18])([CH3:15])[CH3:14].[Cl-].[NH4+]. The product is [CH:13]([O:16][C:17]([N:19]1[CH2:24][CH2:23][CH:22]([N:25]2[C:29]3=[N:30][CH:31]=[N:32][C:33]([O:12][C:5]4[CH:6]=[C:7]([F:11])[C:8]([F:10])=[CH:9][C:4]=4[F:3])=[C:28]3[C:27]([CH3:35])=[N:26]2)[CH2:21][CH2:20]1)=[O:18])([CH3:15])[CH3:14]. The catalyst is CN(C)C=O. The yield is 0.700. (9) The reactants are [N:1]1[C:10]2[C:5](=[CH:6][C:7]([CH2:11][N:12]3[C:16]4=[N:17][C:18]([C:21](=O)[CH3:22])=[CH:19][N:20]=[C:15]4[N:14]=[N:13]3)=[CH:8][CH:9]=2)[CH:4]=[CH:3][CH:2]=1.[NH2:24][N:25]1[CH2:29][CH2:28][NH:27][C:26]1=[O:30]. No catalyst specified. The product is [N:1]1[C:10]2[C:5](=[CH:6][C:7]([CH2:11][N:12]3[C:16]4=[N:17][C:18](/[C:21](=[N:24]/[N:25]5[CH2:29][CH2:28][NH:27][C:26]5=[O:30])/[CH3:22])=[CH:19][N:20]=[C:15]4[N:14]=[N:13]3)=[CH:8][CH:9]=2)[CH:4]=[CH:3][CH:2]=1. The yield is 0.260. (10) The reactants are Br[C:2]1[CH:7]=[CH:6][C:5]([C:8]2[CH:13]=[CH:12][C:11]([O:14][CH2:15][CH2:16][CH2:17][CH2:18][CH2:19][CH2:20][CH2:21][CH3:22])=[CH:10][CH:9]=2)=[CH:4][CH:3]=1.[B:23](OC)([O:26]C)[O:24]C.Cl. The catalyst is CCCCCC.C1COCC1. The product is [CH2:15]([O:14][C:11]1[CH:12]=[CH:13][C:8]([C:5]2[CH:6]=[CH:7][C:2]([B:23]([OH:26])[OH:24])=[CH:3][CH:4]=2)=[CH:9][CH:10]=1)[CH2:16][CH2:17][CH2:18][CH2:19][CH2:20][CH2:21][CH3:22]. The yield is 0.730.